Dataset: NCI-60 drug combinations with 297,098 pairs across 59 cell lines. Task: Regression. Given two drug SMILES strings and cell line genomic features, predict the synergy score measuring deviation from expected non-interaction effect. (1) Cell line: HT29. Drug 1: C(CC(=O)O)C(=O)CN.Cl. Drug 2: C1=CN(C=N1)CC(O)(P(=O)(O)O)P(=O)(O)O. Synergy scores: CSS=-0.738, Synergy_ZIP=2.13, Synergy_Bliss=5.07, Synergy_Loewe=0.579, Synergy_HSA=-0.873. (2) Drug 1: C1=C(C(=O)NC(=O)N1)F. Drug 2: CS(=O)(=O)OCCCCOS(=O)(=O)C. Cell line: NCI/ADR-RES. Synergy scores: CSS=35.9, Synergy_ZIP=-4.52, Synergy_Bliss=-2.28, Synergy_Loewe=-10.2, Synergy_HSA=-1.14. (3) Cell line: BT-549. Synergy scores: CSS=34.9, Synergy_ZIP=5.23, Synergy_Bliss=5.53, Synergy_Loewe=-4.97, Synergy_HSA=3.89. Drug 2: CC1OCC2C(O1)C(C(C(O2)OC3C4COC(=O)C4C(C5=CC6=C(C=C35)OCO6)C7=CC(=C(C(=C7)OC)O)OC)O)O. Drug 1: CN1CCC(CC1)COC2=C(C=C3C(=C2)N=CN=C3NC4=C(C=C(C=C4)Br)F)OC. (4) Drug 1: CC1C(C(CC(O1)OC2CC(CC3=C2C(=C4C(=C3O)C(=O)C5=C(C4=O)C(=CC=C5)OC)O)(C(=O)CO)O)N)O.Cl. Drug 2: CN(C(=O)NC(C=O)C(C(C(CO)O)O)O)N=O. Cell line: 786-0. Synergy scores: CSS=6.52, Synergy_ZIP=-1.33, Synergy_Bliss=0.276, Synergy_Loewe=-9.53, Synergy_HSA=0.559. (5) Drug 2: CC(C)(C#N)C1=CC(=CC(=C1)CN2C=NC=N2)C(C)(C)C#N. Drug 1: CS(=O)(=O)CCNCC1=CC=C(O1)C2=CC3=C(C=C2)N=CN=C3NC4=CC(=C(C=C4)OCC5=CC(=CC=C5)F)Cl. Synergy scores: CSS=-7.36, Synergy_ZIP=0.228, Synergy_Bliss=-5.45, Synergy_Loewe=-9.20, Synergy_HSA=-8.69. Cell line: HCT116.